This data is from Experimentally validated miRNA-target interactions with 360,000+ pairs, plus equal number of negative samples. The task is: Binary Classification. Given a miRNA mature sequence and a target amino acid sequence, predict their likelihood of interaction. (1) The miRNA is hsa-miR-6851-5p with sequence AGGAGGUGGUACUAGGGGCCAGC. The protein sequence of the target gene is MTGQGQSASGSSAWSTVFRHVRYENLIAGVSGGVLSNLALHPLDLVKIRFAVSDGLELRPKYNGILHCLTTIWKLDGLRGLYQGVTPNIWGAGLSWGLYFFFYNAIKSYKTEGRAERLEATEYLVSAAEAGAMTLCITNPLWVTKTRLMLQYDAVVNSPHRQYKGMFDTLVKIYKYEGVRGLYKGFVPGLFGTSHGALQFMAYELLKLKYNQHINRLPEAQLSTVEYISVAALSKIFAVAATYPYQVVRARLQDQHMFYSGVIDVITKTWRKEGVGGFYKGIAPNLIRVTPACCITFVVY.... Result: 1 (interaction). (2) The miRNA is hsa-miR-17-5p with sequence CAAAGUGCUUACAGUGCAGGUAG. The protein sequence of the target gene is MADKPDMGEIASFDKAKLKKTETQEKNTLPTKETIEQEKRSEIS. Result: 1 (interaction).